This data is from Peptide-MHC class I binding affinity with 185,985 pairs from IEDB/IMGT. The task is: Regression. Given a peptide amino acid sequence and an MHC pseudo amino acid sequence, predict their binding affinity value. This is MHC class I binding data. The peptide sequence is FGPQNGQFI. The MHC is H-2-Kb with pseudo-sequence H-2-Kb. The binding affinity (normalized) is 0.0352.